Predict which catalyst facilitates the given reaction. From a dataset of Catalyst prediction with 721,799 reactions and 888 catalyst types from USPTO. Reactant: C(N[CH:5]([CH3:7])[CH3:6])(C)C.[CH2:8]([Li])CCC.CCCCCC.CC(=C)C[O:22][C:23]([CH:25]1[CH2:30][CH2:29][N:28]([C:31]([O:33][C:34]([CH3:37])([CH3:36])[CH3:35])=[O:32])[CH2:27][CH2:26]1)=[O:24].C[Si](Cl)(C)C.Cl. Product: [C:34]([O:33][C:31]([N:28]1[CH2:27][CH2:26][C:25]([CH2:6][C:5]([CH3:7])=[CH2:8])([C:23]([OH:22])=[O:24])[CH2:30][CH2:29]1)=[O:32])([CH3:35])([CH3:36])[CH3:37]. The catalyst class is: 375.